Dataset: Full USPTO retrosynthesis dataset with 1.9M reactions from patents (1976-2016). Task: Predict the reactants needed to synthesize the given product. Given the product [CH:40]([NH:43][C:44](=[O:45])[O:37][CH2:36][CH2:35][C:31]1[N:30]([CH2:29][CH2:28][CH2:27][CH2:26][C:23]2[CH:24]=[CH:25][C:20]([O:19][CH2:18][C:16]3[N:17]=[C:13](/[CH:12]=[CH:11]/[C:8]4[CH:9]=[CH:10][C:5]([C:4]([F:38])([F:3])[F:39])=[CH:6][CH:7]=4)[O:14][CH:15]=3)=[CH:21][CH:22]=2)[CH:34]=[CH:33][N:32]=1)([CH3:42])[CH3:41], predict the reactants needed to synthesize it. The reactants are: [H-].[Na+].[F:3][C:4]([F:39])([F:38])[C:5]1[CH:10]=[CH:9][C:8](/[CH:11]=[CH:12]/[C:13]2[O:14][CH:15]=[C:16]([CH2:18][O:19][C:20]3[CH:25]=[CH:24][C:23]([CH2:26][CH2:27][CH2:28][CH2:29][N:30]4[CH:34]=[CH:33][N:32]=[C:31]4[CH2:35][CH2:36][OH:37])=[CH:22][CH:21]=3)[N:17]=2)=[CH:7][CH:6]=1.[CH:40]([N:43]=[C:44]=[O:45])([CH3:42])[CH3:41].O.